From a dataset of Full USPTO retrosynthesis dataset with 1.9M reactions from patents (1976-2016). Predict the reactants needed to synthesize the given product. Given the product [N:22]1([C:2]2[S:3][C:4]3[CH:10]=[C:9]([C:11]([O:13][CH3:14])=[O:12])[CH:8]=[CH:7][C:5]=3[N:6]=2)[CH2:27][CH2:26][NH:25][CH2:24][CH2:23]1, predict the reactants needed to synthesize it. The reactants are: Br[C:2]1[S:3][C:4]2[CH:10]=[C:9]([C:11]([O:13][CH3:14])=[O:12])[CH:8]=[CH:7][C:5]=2[N:6]=1.C([N:22]1[CH2:27][CH2:26][NH:25][CH2:24][CH2:23]1)(OC(C)(C)C)=O.C(=O)([O-])[O-].[K+].[K+].FC(F)(F)C(O)=O.ClCCl.